Dataset: Reaction yield outcomes from USPTO patents with 853,638 reactions. Task: Predict the reaction yield, written as a fraction of the theoretical maximum amount of product (1.0 means a 100% yield; for example, 0.34 means a 34% yield). (1) The reactants are Cl.[F:2][C:3]([F:34])([F:33])[C:4]1[CH:5]=[C:6]([NH:14][C:15](=[O:32])[C:16]2[CH:21]=[C:20]([C:22]3[CH:27]=[CH:26][CH:25]=[CH:24][N:23]=3)[CH:19]=[CH:18][C:17]=2[O:28]COC)[CH:7]=[C:8]([C:10]([F:13])([F:12])[F:11])[CH:9]=1.C(=O)([O-])O.[Na+]. The catalyst is CO. The product is [F:34][C:3]([F:2])([F:33])[C:4]1[CH:5]=[C:6]([NH:14][C:15](=[O:32])[C:16]2[CH:21]=[C:20]([C:22]3[CH:27]=[CH:26][CH:25]=[CH:24][N:23]=3)[CH:19]=[CH:18][C:17]=2[OH:28])[CH:7]=[C:8]([C:10]([F:11])([F:12])[F:13])[CH:9]=1. The yield is 0.472. (2) The reactants are [CH:14]1(P([CH:14]2[CH2:19][CH2:18][CH2:17][CH2:16][CH2:15]2)[CH:14]2[CH2:19][CH2:18][CH2:17][CH2:16][CH2:15]2)[CH2:19][CH2:18][CH2:17][CH2:16][CH2:15]1.C[CH2:21][CH2:22][CH2:23][CH2:24][CH2:25][CH2:26][CH2:27][CH2:28][CH2:29][CH2:30][CH2:31][CH3:32].[CH3:33]OC1C=CC=CC=1C1C=CC=CC=1.C1(C)C(C2C(C)=CC=CC=2)=CC=CC=1. The product is [CH3:33][C:30]1[CH:29]=[CH:28][C:27]([C:26]2[C:25]([C:14]3[CH:15]=[CH:16][CH:17]=[CH:18][CH:19]=3)=[CH:24][CH:23]=[CH:22][CH:21]=2)=[CH:32][CH:31]=1. The yield is 0.880. The catalyst is COC1C=CC=CC=1C1C=CC=CC=1.